From a dataset of Full USPTO retrosynthesis dataset with 1.9M reactions from patents (1976-2016). Predict the reactants needed to synthesize the given product. (1) Given the product [CH3:1][O:2][C:3]1[C:4]([C:11]2[NH:12][C:13](=[O:20])[CH:14]=[C:15]([C:17]([NH:38][C@@H:34]([C:25]3[CH:26]=[CH:27][C:28]([O:29][C:30]([F:31])([F:32])[F:33])=[C:23]([F:22])[CH:24]=3)[CH2:35][O:36][CH3:37])=[O:19])[N:16]=2)=[N:5][CH:6]=[C:7]([O:9][CH3:10])[CH:8]=1, predict the reactants needed to synthesize it. The reactants are: [CH3:1][O:2][C:3]1[C:4]([C:11]2[NH:12][C:13](=[O:20])[CH:14]=[C:15]([C:17]([OH:19])=O)[N:16]=2)=[N:5][CH:6]=[C:7]([O:9][CH3:10])[CH:8]=1.Cl.[F:22][C:23]1[CH:24]=[C:25]([C@H:34]([NH2:38])[CH2:35][O:36][CH3:37])[CH:26]=[CH:27][C:28]=1[O:29][C:30]([F:33])([F:32])[F:31].Cl.CN(C)CCCN=C=NCC.ON1C2C=CC=CC=2N=N1. (2) Given the product [CH3:1][C:2]1[N:11]=[C:10]([C:12]([F:15])([F:13])[F:14])[CH:9]=[CH:8][C:3]=1[C:4]([OH:6])=[O:5], predict the reactants needed to synthesize it. The reactants are: [CH3:1][C:2]1[N:11]=[C:10]([C:12]([F:15])([F:14])[F:13])[CH:9]=[CH:8][C:3]=1[C:4]([O:6]C)=[O:5].O.[OH-].[Li+].Cl. (3) Given the product [CH3:1][CH2:2][C:3]1[C:21]2=[N:22][C:5](=[CH:6][C:7]3[NH:11][C:10]([CH:12]=[C:13]4[C@@H:30]([CH3:31])[C@H:29]([CH2:32][CH2:33][C:34]([OH:36])=[O:35])[C:15]([C:16]5[CH2:27][C:25](=[O:26])[C:24]6[C:17]=5[NH:18][C:19]([C:23]=6[CH3:28])=[CH:20]2)=[N:14]4)=[C:9]([CH3:37])[C:8]=3[CH:38]=[CH2:39])[C:4]=1[CH3:40], predict the reactants needed to synthesize it. The reactants are: [CH3:1][CH2:2][C:3]1[C:4]([CH3:40])=[C:5]2[NH:22][C:21]=1[CH:20]=[C:19]1[C:23]([CH3:28])=[C:24]3[C:25]([CH2:27][C:16]([C:17]3=[N:18]1)=[C:15]1[C@@H:29]([CH2:32][CH2:33][C:34]([OH:36])=[O:35])[C@H:30]([CH3:31])[C:13]([NH:14]1)=[CH:12][C:10]1=[N:11][C:7]([C:8]([CH:38]=[CH2:39])=[C:9]1[CH3:37])=[CH:6]2)=[O:26].C(N(CC)CC)C.F[P-](F)(F)(F)(F)F.N1(O[P+](N(C)C)(N(C)C)N(C)C)C2C=CC=CC=2N=N1.